Dataset: Full USPTO retrosynthesis dataset with 1.9M reactions from patents (1976-2016). Task: Predict the reactants needed to synthesize the given product. (1) Given the product [NH2:7][C@@H:8]1[CH2:13][CH2:12][CH2:11][N:10]([C:14]([C:16]2[CH:39]=[CH:38][C:19]3[N:20]([CH3:37])[C:21]([C:23]4[N:31]([CH2:32][C:33]([F:36])([F:35])[F:34])[C:26]5=[N:27][CH:28]=[CH:29][CH:30]=[C:25]5[CH:24]=4)=[N:22][C:18]=3[CH:17]=2)=[O:15])[CH2:9]1, predict the reactants needed to synthesize it. The reactants are: C(OC(=O)[NH:7][C@@H:8]1[CH2:13][CH2:12][CH2:11][N:10]([C:14]([C:16]2[CH:39]=[CH:38][C:19]3[N:20]([CH3:37])[C:21]([C:23]4[N:31]([CH2:32][C:33]([F:36])([F:35])[F:34])[C:26]5=[N:27][CH:28]=[CH:29][CH:30]=[C:25]5[CH:24]=4)=[N:22][C:18]=3[CH:17]=2)=[O:15])[CH2:9]1)(C)(C)C.C(O)(C(F)(F)F)=O. (2) Given the product [C:1]([O:7][N:8]1[C:12](=[O:13])[CH2:11][CH2:10][C:9]1=[O:14])(=[O:5])[C:2]([CH3:4])=[CH2:3], predict the reactants needed to synthesize it. The reactants are: [C:1](Cl)(=[O:5])[C:2]([CH3:4])=[CH2:3].[OH:7][N:8]1[C:12](=[O:13])[CH2:11][CH2:10][C:9]1=[O:14].C(N(CC)CC)C. (3) Given the product [CH3:17][N:11]1[CH2:12][CH2:13][N:8]([CH2:1][C:2]2[CH:3]=[CH:4][CH:5]=[CH:6][CH:7]=2)[CH2:9][C@@H:10]1[CH:14]([CH3:16])[CH3:15], predict the reactants needed to synthesize it. The reactants are: [CH2:1]([N:8]1[CH2:13][CH2:12][NH:11][C@@H:10]([CH:14]([CH3:16])[CH3:15])[CH2:9]1)[C:2]1[CH:7]=[CH:6][CH:5]=[CH:4][CH:3]=1.[C:17](O[BH-](OC(=O)C)OC(=O)C)(=O)C.[Na+].C=O.